Dataset: Peptide-MHC class I binding affinity with 185,985 pairs from IEDB/IMGT. Task: Regression. Given a peptide amino acid sequence and an MHC pseudo amino acid sequence, predict their binding affinity value. This is MHC class I binding data. The peptide sequence is LFPELECFF. The MHC is HLA-B27:03 with pseudo-sequence HLA-B27:03. The binding affinity (normalized) is 0.0847.